This data is from Forward reaction prediction with 1.9M reactions from USPTO patents (1976-2016). The task is: Predict the product of the given reaction. Given the reactants Br[C:2]1[C:6]2[C:7]3[N:8]([N:11]=[CH:12][N:13]=3)[CH:9]=[N:10][C:5]=2[S:4][CH:3]=1.[Cu][C:15]#[N:16], predict the reaction product. The product is: [N:13]1[CH:12]=[N:11][N:8]2[C:7]=1[C:6]1[C:2]([C:15]#[N:16])=[CH:3][S:4][C:5]=1[N:10]=[CH:9]2.